From a dataset of Catalyst prediction with 721,799 reactions and 888 catalyst types from USPTO. Predict which catalyst facilitates the given reaction. (1) Reactant: [Br:1][C:2]1[CH:3]=[C:4]([OH:13])[CH:5]=[CH:6][C:7]=1[O:8][C:9]([F:12])([F:11])[F:10].[C:14]([O-])([O-])=O.[K+].[K+].CI. Product: [Br:1][C:2]1[CH:3]=[C:4]([O:13][CH3:14])[CH:5]=[CH:6][C:7]=1[O:8][C:9]([F:11])([F:12])[F:10]. The catalyst class is: 21. (2) Reactant: [NH:1]1[C:9]2[C:4](=[CH:5][CH:6]=[CH:7][CH:8]=2)[CH:3]=[CH:2]1.[H-].[Na+].Br[CH2:13][C:14]#[N:15]. Product: [N:1]1([CH2:13][C:14]#[N:15])[C:9]2[C:4](=[CH:5][CH:6]=[CH:7][CH:8]=2)[CH:3]=[CH:2]1. The catalyst class is: 42. (3) Reactant: Cl[C:2]1[N:7]=[C:6]([Cl:8])[N:5]=[CH:4][N:3]=1.C(N(CC)C(C)C)(C)C.[NH2:18][C:19]1[CH:24]=[CH:23][C:22]([NH:25][C:26](=[O:29])[CH:27]=[CH2:28])=[CH:21][CH:20]=1. Product: [Cl:8][C:6]1[N:5]=[CH:4][N:3]=[C:2]([NH:18][C:19]2[CH:20]=[CH:21][C:22]([NH:25][C:26](=[O:29])[CH:27]=[CH2:28])=[CH:23][CH:24]=2)[N:7]=1. The catalyst class is: 9. (4) Reactant: [Cl:1][C:2]1[CH:3]=[C:4]([C:8]2[CH:9]=[N:10][NH:11][C:12]=2[NH2:13])[CH:5]=[CH:6][CH:7]=1.[O:14]1[CH2:19][CH2:18][O:17][C:16]2[CH:20]=[C:21]([C:24](=O)[CH2:25][C:26](OCC)=[O:27])[CH:22]=[CH:23][C:15]1=2. Product: [Cl:1][C:2]1[CH:3]=[C:4]([C:8]2[CH:9]=[N:10][N:11]3[C:26](=[O:27])[CH:25]=[C:24]([C:21]4[CH:22]=[CH:23][C:15]5[O:14][CH2:19][CH2:18][O:17][C:16]=5[CH:20]=4)[NH:13][C:12]=23)[CH:5]=[CH:6][CH:7]=1. The catalyst class is: 15. (5) Reactant: [CH3:1]C(C)([O-])C.[K+].[CH3:7][O:8][CH2:9][CH2:10][C:11]1[NH:15][C:14]([C:16]([O:18][CH2:19][CH3:20])=[O:17])=[C:13]([C:21]2[CH:26]=[CH:25][CH:24]=[CH:23][CH:22]=2)[C:12]=1[C:27]([O:29][CH2:30][CH3:31])=[O:28].CI.[Cl-].[NH4+]. Product: [CH3:7][O:8][CH2:9][CH2:10][C:11]1[N:15]([CH3:1])[C:14]([C:16]([O:18][CH2:19][CH3:20])=[O:17])=[C:13]([C:21]2[CH:26]=[CH:25][CH:24]=[CH:23][CH:22]=2)[C:12]=1[C:27]([O:29][CH2:30][CH3:31])=[O:28]. The catalyst class is: 16. (6) Reactant: COC1C=C(C=C[N:11]2[CH:20]=[CH:19][C:18]3[C:13](=[CH:14][CH:15]=[CH:16][CH:17]=3)[C:12]2=[O:21])C=CN=1.[CH3:22][OH:23]. Product: [CH3:22][O:23][C:12]1[CH:13]=[C:18]([CH2:17][CH2:16][C:19]2[C:18]3[C:13](=[CH:14][CH:15]=[CH:16][CH:17]=3)[C:12](=[O:21])[NH:11][CH:20]=2)[CH:19]=[CH:20][N:11]=1. The catalyst class is: 45. (7) Reactant: [F:1][CH:2]([CH2:13][CH2:14][C:15]1[N:16]=[N:17][C:18](I)=[CH:19][CH:20]=1)[CH2:3][N:4]1[CH:8]=[C:7]([C:9]([NH:11][CH3:12])=[O:10])[N:6]=[N:5]1.FC(F)(F)C(O)=O.[F:29][C:30]([F:44])([F:43])[CH2:31][O:32][C:33]1[CH:38]=[CH:37][N:36]=[C:35]([CH2:39][C:40]([NH2:42])=[O:41])[CH:34]=1.C([O-])([O-])=O.[Cs+].[Cs+].CC1(C)C2C(=C(P(C3C=CC=CC=3)C3C=CC=CC=3)C=CC=2)OC2C(P(C3C=CC=CC=3)C3C=CC=CC=3)=CC=CC1=2. Product: [F:1][CH:2]([CH2:13][CH2:14][C:15]1[N:16]=[N:17][C:18]([NH:42][C:40](=[O:41])[CH2:39][C:35]2[CH:34]=[C:33]([O:32][CH2:31][C:30]([F:29])([F:43])[F:44])[CH:38]=[CH:37][N:36]=2)=[CH:19][CH:20]=1)[CH2:3][N:4]1[CH:8]=[C:7]([C:9]([NH:11][CH3:12])=[O:10])[N:6]=[N:5]1. The catalyst class is: 77. (8) Reactant: [CH3:1][O:2][C:3]1[N:8]=[CH:7][C:6]([OH:9])=[CH:5][CH:4]=1.[H-].[Na+].[CH3:12][O:13][CH2:14]Cl. Product: [CH3:1][O:2][C:3]1[CH:4]=[CH:5][C:6]([O:9][CH2:12][O:13][CH3:14])=[CH:7][N:8]=1. The catalyst class is: 3.